Task: Predict the reactants needed to synthesize the given product.. Dataset: Full USPTO retrosynthesis dataset with 1.9M reactions from patents (1976-2016) (1) The reactants are: [NH2:1][CH:2]1[CH2:7][CH2:6][CH2:5][CH:4]([OH:8])[CH2:3]1.Cl[C:10]1[N:15]2[N:16]=[C:17]([NH:19][C:20](=[O:27])[C:21]3[CH:26]=[CH:25][CH:24]=[N:23][CH:22]=3)[N:18]=[C:14]2[CH:13]=[CH:12][CH:11]=1.CCN(C(C)C)C(C)C.C. Given the product [OH:8][CH:4]1[CH2:5][CH2:6][CH2:7][CH:2]([NH:1][C:10]2[N:15]3[N:16]=[C:17]([NH:19][C:20](=[O:27])[C:21]4[CH:26]=[CH:25][CH:24]=[N:23][CH:22]=4)[N:18]=[C:14]3[CH:13]=[CH:12][CH:11]=2)[CH2:3]1, predict the reactants needed to synthesize it. (2) Given the product [F:3][C:4]1[CH:13]=[CH:12][C:11]([NH:14][C:15](=[O:30])[CH2:16][C:17]2[NH:18][C:19](=[O:29])[CH:20]=[C:21]([N:23]3[CH2:24][CH2:25][O:26][CH2:27][CH2:28]3)[N:22]=2)=[CH:10][C:5]=1[C:6]([OH:8])=[O:7], predict the reactants needed to synthesize it. The reactants are: [OH-].[Na+].[F:3][C:4]1[CH:13]=[CH:12][C:11]([NH:14][C:15](=[O:30])[CH2:16][C:17]2[NH:18][C:19](=[O:29])[CH:20]=[C:21]([N:23]3[CH2:28][CH2:27][O:26][CH2:25][CH2:24]3)[N:22]=2)=[CH:10][C:5]=1[C:6]([O:8]C)=[O:7]. (3) The reactants are: [NH:1]1[CH2:5][CH2:4][CH2:3][CH2:2]1.[C:6]([O:10][CH3:11])(=[O:9])[CH:7]=[CH2:8]. Given the product [N:1]1([CH2:8][CH2:7][C:6]([O:10][CH3:11])=[O:9])[CH2:5][CH2:4][CH2:3][CH2:2]1, predict the reactants needed to synthesize it. (4) Given the product [CH3:42][O:41][C@H:34]1[C@H:33]([CH3:43])[O:32][C@H:31]([NH:30][C:14]2[C:13](=[O:44])[C:12]3[CH:11]=[C:10]4[C:19]([C:20](=[O:27])[C@@:21]5([O:25][CH3:26])[C@@:8]([OH:46])([C:9]4=[O:45])[C:7]4[C:2]([OH:1])=[C:3]([C:48]([O:50][CH3:51])=[O:49])[C:4]([CH3:47])=[CH:5][C:6]=4[CH2:23][C@H:22]5[OH:24])=[C:18]([OH:28])[C:17]=3[C:16](=[O:29])[CH:15]=2)[C@H:36]([O:37][CH3:38])/[C:35]/1=[N:39]\[O:40][CH2:56][C:53]([OH:55])=[O:54], predict the reactants needed to synthesize it. The reactants are: [OH:1][C:2]1[C:7]2[C@@:8]3([OH:46])[C@@:21]([O:25][CH3:26])([C@H:22]([OH:24])[CH2:23][C:6]=2[CH:5]=[C:4]([CH3:47])[C:3]=1[C:48]([O:50][CH3:51])=[O:49])[C:20](=[O:27])[C:19]1[C:10](=[CH:11][C:12]2[C:13](=[O:44])[C:14]([NH:30][C@@H:31]4[C@H:36]([O:37][CH3:38])[C:35](=[N:39][OH:40])[C@@H:34]([O:41][CH3:42])[C@H:33]([CH3:43])[O:32]4)=[CH:15][C:16](=[O:29])[C:17]=2[C:18]=1[OH:28])[C:9]3=[O:45].Cl.[C:53]([CH2:56]ON)([OH:55])=[O:54].[C:53]([CH2:56]ON)([OH:55])=[O:54].N1C=CC=CC=1.